From a dataset of Full USPTO retrosynthesis dataset with 1.9M reactions from patents (1976-2016). Predict the reactants needed to synthesize the given product. (1) Given the product [C:16]([O:15][C:14](=[O:20])[N:13]([C@@H:11]([C:1]1[C:10]2[C:5](=[CH:6][CH:7]=[CH:8][CH:9]=2)[CH:4]=[CH:3][CH:2]=1)[CH3:12])[CH2:21][CH:22]1[O:27][CH2:26][C:25](=[O:28])[N:24]([C:30]2[CH:35]=[CH:34][CH:33]=[CH:32][CH:31]=2)[CH2:23]1)([CH3:17])([CH3:19])[CH3:18], predict the reactants needed to synthesize it. The reactants are: [C:1]1([C@H:11]([N:13]([CH2:21][CH:22]2[O:27][CH2:26][C:25](=[O:28])[NH:24][CH2:23]2)[C:14](=[O:20])[O:15][C:16]([CH3:19])([CH3:18])[CH3:17])[CH3:12])[C:10]2[C:5](=[CH:6][CH:7]=[CH:8][CH:9]=2)[CH:4]=[CH:3][CH:2]=1.I[C:30]1[CH:35]=[CH:34][CH:33]=[CH:32][CH:31]=1.P([O-])([O-])([O-])=O.[K+].[K+].[K+]. (2) Given the product [CH:3]([P:2]([CH2:11][C:12]1[CH:17]=[CH:16][CH:15]=[C:14]([CH2:18][P:2]([CH:6]([CH3:8])[CH3:7])[CH:3]([CH3:5])[CH3:4])[N:13]=1)[CH:6]([CH3:8])[CH3:7])([CH3:5])[CH3:4], predict the reactants needed to synthesize it. The reactants are: Cl[P:2]([CH:6]([CH3:8])[CH3:7])[CH:3]([CH3:5])[CH3:4].[Li].Cl[CH2:11][C:12]1[CH:17]=[CH:16][CH:15]=[C:14]([CH2:18]Cl)[N:13]=1. (3) Given the product [OH:31][CH:20]([CH2:21][N:22]1[CH2:23][C:24]2[C:29](=[CH:28][CH:27]=[CH:26][CH:25]=2)[CH2:30]1)[CH2:19][NH:18][C:9](=[O:11])[CH2:8][O:7][C:6]1[CH:14]=[CH:15][CH:16]=[CH:17][C:5]=1[S:2]([CH3:1])(=[O:3])=[O:4], predict the reactants needed to synthesize it. The reactants are: [CH3:1][S:2]([C:5]1[CH:17]=[CH:16][CH:15]=[CH:14][C:6]=1[O:7][CH2:8][C:9]([O:11]CC)=O)(=[O:4])=[O:3].[NH2:18][CH2:19][CH:20]([OH:31])[CH2:21][N:22]1[CH2:30][C:29]2[C:24](=[CH:25][CH:26]=[CH:27][CH:28]=2)[CH2:23]1.